Dataset: Full USPTO retrosynthesis dataset with 1.9M reactions from patents (1976-2016). Task: Predict the reactants needed to synthesize the given product. (1) Given the product [OH:6][CH2:7][C@@H:8]1[CH2:12][NH:11][CH2:10][C@H:9]1[CH2:13][N:14]([CH2:24][CH:25]([CH3:27])[CH3:26])[S:15]([C:18]1[CH:23]=[CH:22][CH:21]=[CH:20][CH:19]=1)(=[O:17])=[O:16], predict the reactants needed to synthesize it. The reactants are: C([SiH2][O:6][C:7](C)(C)[C@@H:8]1[CH2:12][NH:11][CH2:10][C@H:9]1[CH2:13][N:14]([CH2:24][CH:25]([CH3:27])[CH3:26])[S:15]([C:18]1[CH:23]=[CH:22][CH:21]=[CH:20][CH:19]=1)(=[O:17])=[O:16])(C)(C)C.CC#N.O.CC#N. (2) Given the product [NH2:8][C:5]1[CH:6]=[CH:7][C:2]([Cl:1])=[CH:3][C:4]=1[C:9]1[N:10]=[CH:11][N:12]=[C:13]([NH:28][CH2:27][C:26]2[CH:29]=[CH:30][CH:31]=[C:24]([C:23]([F:22])([F:32])[F:33])[CH:25]=2)[CH:14]=1, predict the reactants needed to synthesize it. The reactants are: [Cl:1][C:2]1[CH:7]=[CH:6][C:5]([NH2:8])=[C:4]([C:9]2[CH:14]=[C:13](Cl)[N:12]=[CH:11][N:10]=2)[CH:3]=1.C(=O)([O-])[O-].[K+].[K+].[F:22][C:23]([F:33])([F:32])[C:24]1[CH:25]=[C:26]([CH:29]=[CH:30][CH:31]=1)[CH2:27][NH2:28]. (3) Given the product [Cl:20][C:21]1[CH:22]=[C:23]([C:2]2[C:7]([C:8]3[CH:9]=[CH:10][C:11]4[N:12]=[CH:13][N:14]=[C:15]([O:18][CH3:19])[C:16]=4[N:17]=3)=[CH:6][CH:5]=[CH:4][N:3]=2)[CH:24]=[CH:25][C:26]=1[F:27], predict the reactants needed to synthesize it. The reactants are: Cl[C:2]1[C:7]([C:8]2[CH:9]=[CH:10][C:11]3[N:12]=[CH:13][N:14]=[C:15]([O:18][CH3:19])[C:16]=3[N:17]=2)=[CH:6][CH:5]=[CH:4][N:3]=1.[Cl:20][C:21]1[CH:22]=[C:23](B(O)O)[CH:24]=[CH:25][C:26]=1[F:27].[F-].[K+].[H+].[B-](F)(F)(F)F. (4) Given the product [N:36]1([CH2:12][CH2:13][CH2:14][CH:15]2[CH2:16][CH2:17][N:18]([C:21]3[CH:22]=[CH:23][C:24]([N+:27]([O-:29])=[O:28])=[CH:25][CH:26]=3)[CH2:19][CH2:20]2)[CH:40]=[N:39][CH:38]=[N:37]1, predict the reactants needed to synthesize it. The reactants are: S(O[CH2:12][CH2:13][CH2:14][CH:15]1[CH2:20][CH2:19][N:18]([C:21]2[CH:26]=[CH:25][C:24]([N+:27]([O-:29])=[O:28])=[CH:23][CH:22]=2)[CH2:17][CH2:16]1)(C1C=CC(C)=CC=1)(=O)=O.C(=O)([O-])[O-].[K+].[K+].[NH:36]1[CH:40]=[N:39][CH:38]=[N:37]1.C(OCC)(=O)C. (5) Given the product [CH3:1][O:2][C:3](=[O:14])[CH2:4][O:5][C:6]1[CH:11]=[CH:10][C:9]([F:12])=[C:8]2[C:7]=1[C:18]([OH:17])=[C:19]([CH2:24][C:25]1[CH:26]=[CH:27][C:28]([C:31]#[N:32])=[CH:29][CH:30]=1)[C:20]([CH2:21][CH3:22])=[N:13]2, predict the reactants needed to synthesize it. The reactants are: [CH3:1][O:2][C:3](=[O:14])[CH2:4][O:5][C:6]1[CH:11]=[CH:10][C:9]([F:12])=[C:8]([NH2:13])[CH:7]=1.C([O:17][C:18](=O)[CH:19]([CH2:24][C:25]1[CH:30]=[CH:29][C:28]([C:31]#[N:32])=[CH:27][CH:26]=1)[C:20](=O)[CH2:21][CH3:22])C.O1CCOCC1. (6) Given the product [OH:5][CH2:4][C:3]1[C:2]([CH3:1])=[N:12][CH:11]=[CH:10][CH:9]=1, predict the reactants needed to synthesize it. The reactants are: [CH3:1][C:2]1[N:12]=[CH:11][CH:10]=[CH:9][C:3]=1[C:4](OCC)=[O:5].[H-].C([Al+]CC(C)C)C(C)C. (7) Given the product [F:28][C:27]([F:29])([F:30])[C:24]1[CH:23]=[CH:22][C:21]([NH:20][C:18]2[N:19]=[C:15]3[CH:14]=[CH:13][CH:12]=[C:11]([CH:9]([C:7]4[CH:6]=[CH:5][NH:4][C:3](=[O:2])[CH:8]=4)[CH3:31])[N:16]3[N:17]=2)=[CH:26][CH:25]=1, predict the reactants needed to synthesize it. The reactants are: C[O:2][C:3]1[CH:8]=[C:7]([C:9]([C:11]2[N:16]3[N:17]=[C:18]([NH:20][C:21]4[CH:26]=[CH:25][C:24]([C:27]([F:30])([F:29])[F:28])=[CH:23][CH:22]=4)[N:19]=[C:15]3[CH:14]=[CH:13][CH:12]=2)=O)[CH:6]=[CH:5][N:4]=1.[CH2:31]([Li])CCC.CON(C)C(=O)C1C=CN=C(OC)C=1. (8) Given the product [Cl:12][C:6]1[CH:7]=[CH:8][N:9]=[C:10]2[C:5]=1[N:4]=[CH:3][C:2]([C:19]1([OH:18])[CH2:20][CH2:21][N:22]([C:25]([O:27][C:28]([CH3:30])([CH3:29])[CH3:31])=[O:26])[CH2:23][CH2:24]1)=[CH:11]2, predict the reactants needed to synthesize it. The reactants are: Br[C:2]1[CH:3]=[N:4][C:5]2[C:10]([CH:11]=1)=[N:9][CH:8]=[CH:7][C:6]=2[Cl:12].C([Li])CCC.[O:18]=[C:19]1[CH2:24][CH2:23][N:22]([C:25]([O:27][C:28]([CH3:31])([CH3:30])[CH3:29])=[O:26])[CH2:21][CH2:20]1. (9) Given the product [Cl:1][C:2]1[CH:3]=[C:4]([C:14]2[O:18][N:17]=[C:16]([C:19]3[CH:20]=[CH:21][CH:22]=[C:23]4[C:27]=3[NH:26][CH:25]=[C:24]4[CH2:28][CH2:29][C:30]([OH:32])=[O:31])[N:15]=2)[CH:5]=[C:6]([O:11][CH2:12][CH3:13])[C:7]=1[O:8][CH2:9][CH3:10], predict the reactants needed to synthesize it. The reactants are: [Cl:1][C:2]1[CH:3]=[C:4]([C:14]2[O:18][N:17]=[C:16]([C:19]3[CH:20]=[CH:21][CH:22]=[C:23]4[C:27]=3[NH:26][CH:25]=[C:24]4[CH2:28][CH2:29][C:30]([O:32]C)=[O:31])[N:15]=2)[CH:5]=[C:6]([O:11][CH2:12][CH3:13])[C:7]=1[O:8][CH2:9][CH3:10].[OH-].[Na+]. (10) Given the product [NH2:33][C:28]1[N:29]=[C:30]([N:12]2[CH2:13][CH2:14][CH2:15][C@@H:10]([C:8]([NH:7][C:1]3[CH:2]=[CH:3][CH:4]=[CH:5][CH:6]=3)=[O:9])[CH2:11]2)[CH:31]=[C:26]([Cl:25])[N:27]=1, predict the reactants needed to synthesize it. The reactants are: [C:1]1([NH:7][C:8]([C@@H:10]2[CH2:15][CH2:14][CH2:13][NH:12][CH2:11]2)=[O:9])[CH:6]=[CH:5][CH:4]=[CH:3][CH:2]=1.CCN(C(C)C)C(C)C.[Cl:25][C:26]1[CH:31]=[C:30](Cl)[N:29]=[C:28]([NH2:33])[N:27]=1.